Dataset: Catalyst prediction with 721,799 reactions and 888 catalyst types from USPTO. Task: Predict which catalyst facilitates the given reaction. (1) Product: [Br:1][C:2]1[CH:7]=[C:6]([C:8]([N:17]([O:18][CH3:19])[CH3:16])=[O:9])[CH:5]=[C:4]([C:11]([F:14])([F:13])[F:12])[N:3]=1. The catalyst class is: 22. Reactant: [Br:1][C:2]1[CH:7]=[C:6]([C:8](O)=[O:9])[CH:5]=[C:4]([C:11]([F:14])([F:13])[F:12])[N:3]=1.Cl.[CH3:16][NH:17][O:18][CH3:19].Cl.C(N=C=NCCCN(C)C)C.C(N(C(C)C)CC)(C)C. (2) Reactant: [Cl:1][C:2]1[CH:3]=[C:4]([C:10]([C:19]2[N:23](COCC[Si](C)(C)C)[C:22]([C:32]3[CH:37]=[CH:36][CH:35]=[CH:34][N:33]=3)=[N:21][C:20]=2[Cl:38])(O)[CH2:11][CH:12]2[CH2:17][CH2:16][O:15][CH2:14][CH2:13]2)[CH:5]=[CH:6][C:7]=1[S:8][CH3:9].Cl.C(=O)([O-])O.[Na+]. Product: [Cl:38][C:20]1[N:21]=[C:22]([C:32]2[CH:37]=[CH:36][CH:35]=[CH:34][N:33]=2)[NH:23][C:19]=1/[C:10](/[C:4]1[CH:5]=[CH:6][C:7]([S:8][CH3:9])=[C:2]([Cl:1])[CH:3]=1)=[CH:11]/[CH:12]1[CH2:17][CH2:16][O:15][CH2:14][CH2:13]1. The catalyst class is: 8. (3) Reactant: [OH:1][C:2]1[CH:3]=[CH:4][C:5]2[N:6]([N:13]=[CH:14][CH:15]=2)[C:7]=1C(OCC)=O.[OH-].[Na+].Cl.C(=O)(O)[O-].[Na+]. Product: [N:13]1[N:6]2[CH:7]=[C:2]([OH:1])[CH:3]=[CH:4][C:5]2=[CH:15][CH:14]=1. The catalyst class is: 5. (4) Reactant: Cl.[O:2]=[CH:3][C@@H:4]([C@@H:6]([C@@H:8]([CH2:10][OH:11])[OH:9])[OH:7])[OH:5].[C:12]([O-])(O)=O.[Na+].[CH3:17][CH2:18][C:19](=O)[CH2:20][CH3:21]. Product: [CH2:18]([C:19]1([CH2:20][CH3:21])[O:9][C@H:8]2[CH:10]([O:11][CH3:12])[O:5][C@H:4]([CH2:3][OH:2])[C@H:6]2[O:7]1)[CH3:17]. The catalyst class is: 5. (5) Reactant: [N+:1]([C:4]1[CH:5]=[C:6]2[C:10](=[CH:11][CH:12]=1)[NH:9][N:8]=[CH:7]2)([O-:3])=[O:2].Br[CH2:14][C:15]1[CH:16]=[C:17]([CH:22]=[CH:23][CH:24]=1)[C:18]([O:20][CH3:21])=[O:19].C(=O)([O-])[O-].[K+].[K+].O. Product: [N+:1]([C:4]1[CH:5]=[C:6]2[C:10](=[CH:11][CH:12]=1)[N:9]([CH2:14][C:15]1[CH:16]=[C:17]([CH:22]=[CH:23][CH:24]=1)[C:18]([O:20][CH3:21])=[O:19])[N:8]=[CH:7]2)([O-:3])=[O:2]. The catalyst class is: 9. (6) Reactant: Br[C:2]1[N:3]=[C:4]([C:7]2[N:11]([C@@H:12]([CH3:17])[C:13]([F:16])([F:15])[F:14])[CH:10]=[N:9][N:8]=2)[S:5][CH:6]=1.C(CC(=O)C)(=O)C.[NH4+:25].[OH-]. Product: [F:14][C:13]([F:16])([F:15])[C@@H:12]([N:11]1[CH:10]=[N:9][N:8]=[C:7]1[C:4]1[S:5][CH:6]=[C:2]([NH2:25])[N:3]=1)[CH3:17]. The catalyst class is: 3. (7) Reactant: [C:1]([O:5][C:6](=[O:16])[NH:7][CH2:8][CH:9]1[CH2:14][CH2:13][C:12](=[O:15])[CH2:11][CH2:10]1)([CH3:4])([CH3:3])[CH3:2].[CH3:17][Li].[NH4+].[Cl-]. Product: [C:1]([O:5][C:6](=[O:16])[NH:7][CH2:8][CH:9]1[CH2:10][CH2:11][C:12]([OH:15])([CH3:17])[CH2:13][CH2:14]1)([CH3:4])([CH3:2])[CH3:3]. The catalyst class is: 365. (8) Reactant: [NH2:1][C:2]1[C:6]([C:7]([O:9][CH2:10][CH3:11])=[O:8])=[C:5]([NH2:12])[NH:4][N:3]=1.CO[CH:15](OC)[CH2:16][CH:17](OC)OC.C(N(CC)CC)C. Product: [NH3:1].[NH2:12][C:5]1[C:6]([C:7]([O:9][CH2:10][CH3:11])=[O:8])=[C:2]2[N:1]=[CH:15][CH:16]=[CH:17][N:3]2[N:4]=1. The catalyst class is: 3. (9) The catalyst class is: 1. Reactant: [H-].[Na+].[F:3][C:4]([F:12])([F:11])[CH:5]([OH:10])[C:6]([F:9])([F:8])[F:7].Cl[C:14]1[CH:19]=[CH:18][C:17]([N+:20]([O-:22])=[O:21])=[CH:16][N:15]=1.O. Product: [N+:20]([C:17]1[CH:18]=[CH:19][C:14]([O:10][CH:5]([C:6]([F:9])([F:8])[F:7])[C:4]([F:12])([F:11])[F:3])=[N:15][CH:16]=1)([O-:22])=[O:21]. (10) Reactant: [NH:1]1[CH:5]=[C:4]([C:6]([OH:8])=O)[N:3]=[N:2]1.CN(C(ON1N=NC2C=CC=NC1=2)=[N+](C)C)C.F[P-](F)(F)(F)(F)F.C([O:35][C:36](=[O:59])[C@H:37]([N:56]=[N+]=[N-])[CH2:38][C@H:39]([NH2:55])[CH2:40][C:41]1[CH:46]=[CH:45][C:44]([C:47]2[CH:52]=[C:51](Cl)[CH:50]=[CH:49][C:48]=2[F:54])=[CH:43][CH:42]=1)C.CCN(C(C)C)C(C)C. Product: [NH2:56][C@H:37]([CH2:38][C@H:39]([NH:55][C:6]([C:4]1[N:3]=[N:2][NH:1][CH:5]=1)=[O:8])[CH2:40][C:41]1[CH:46]=[CH:45][C:44]([C:47]2[CH:52]=[CH:51][CH:50]=[CH:49][C:48]=2[F:54])=[CH:43][CH:42]=1)[C:36]([OH:59])=[O:35]. The catalyst class is: 3.